From a dataset of Forward reaction prediction with 1.9M reactions from USPTO patents (1976-2016). Predict the product of the given reaction. (1) Given the reactants C(O[CH2:5][C:6]([CH3:37])(C)[CH2:7][N:8]1[C:14]2[CH:15]=[CH:16][C:17]([Cl:19])=[CH:18][C:13]=2[C@@H:12]([C:20]2[CH:25]=[CH:24][CH:23]=[C:22]([O:26][CH3:27])[C:21]=2[O:28][CH3:29])[O:11][C@H:10]([CH2:30][CH2:31][CH2:32][C:33]#[N:34])[C:9]1=[O:35])(=O)C.P(OCC)(OCC)(S)=[S:39].Cl.[C:48]([O:51]CC)(=[O:50])[CH3:49], predict the reaction product. The product is: [C:48]([O:51][C:6]([CH3:5])([CH3:37])[CH2:7][N:8]1[C:14]2[CH:15]=[CH:16][C:17]([Cl:19])=[CH:18][C:13]=2[C@@H:12]([C:20]2[CH:25]=[CH:24][CH:23]=[C:22]([O:26][CH3:27])[C:21]=2[O:28][CH3:29])[O:11][C@H:10]([CH2:30][CH2:31][CH2:32][C:33]([NH2:34])=[S:39])[C:9]1=[O:35])(=[O:50])[CH3:49]. (2) Given the reactants [CH2:1]([N:3]1[CH2:8][CH2:7][N:6]([C:9]2[C:18]3[C:13](=[CH:14][CH:15]=[CH:16][CH:17]=3)[CH:12]=[C:11]([C:19]3[CH:24]=[CH:23][C:22]([CH2:25][CH2:26][O:27]CC4C=CC=CC=4)=[CH:21][CH:20]=3)[N:10]=2)[CH2:5][CH2:4]1)[CH3:2].[ClH:35], predict the reaction product. The product is: [ClH:35].[ClH:35].[CH2:1]([N:3]1[CH2:4][CH2:5][N:6]([C:9]2[C:18]3[C:13](=[CH:14][CH:15]=[CH:16][CH:17]=3)[CH:12]=[C:11]([C:19]3[CH:20]=[CH:21][C:22]([CH2:25][CH2:26][OH:27])=[CH:23][CH:24]=3)[N:10]=2)[CH2:7][CH2:8]1)[CH3:2]. (3) Given the reactants [CH:1]([S:3]([O:6][C:7]1[CH:15]=[CH:14][C:13]([C:16]2[N:17]([C:32]([O:34][C:35]([CH3:38])([CH3:37])[CH3:36])=[O:33])[C:18]3[C:23]([CH:24]=2)=[CH:22][C:21]([CH2:25][N:26]2[CH2:31][CH2:30][CH2:29][CH2:28][CH2:27]2)=[CH:20][CH:19]=3)=[C:12]2[C:8]=1[CH2:9][NH:10][C:11]2=[O:39])(=[O:5])=[O:4])=[CH2:2].[CH2:40]([NH2:42])[CH3:41], predict the reaction product. The product is: [CH2:40]([NH:42][CH2:2][CH2:1][S:3]([O:6][C:7]1[CH:15]=[CH:14][C:13]([C:16]2[N:17]([C:32]([O:34][C:35]([CH3:38])([CH3:37])[CH3:36])=[O:33])[C:18]3[C:23]([CH:24]=2)=[CH:22][C:21]([CH2:25][N:26]2[CH2:31][CH2:30][CH2:29][CH2:28][CH2:27]2)=[CH:20][CH:19]=3)=[C:12]2[C:8]=1[CH2:9][NH:10][C:11]2=[O:39])(=[O:4])=[O:5])[CH3:41]. (4) The product is: [NH2:2][C@@H:3]([CH2:9][CH2:10][CH3:11])[C@@H:4]([OH:8])[C:5]([O:7][CH3:14])=[O:6].[NH2:2][C@@H:3]([CH2:9][CH2:10][CH3:11])[C@H:4]([OH:8])[C:5]([O:7][CH3:14])=[O:6]. Given the reactants Cl.[NH2:2][C@@H:3]([CH2:9][CH2:10][CH3:11])[CH:4]([OH:8])[C:5]([OH:7])=[O:6].Cl.O1CCOC[CH2:14]1, predict the reaction product. (5) The product is: [F:27][C:24]1[CH:23]=[CH:22][C:21](/[C:18](/[CH3:19])=[CH:17]/[N:6]2[C:7]3[CH:8]=[CH:9][C:10]([CH3:16])=[CH:11][C:12]=3[C:13]3[CH2:14][CH2:15][N:2]([CH3:1])[CH2:3][CH2:4][C:5]2=3)=[CH:26][CH:25]=1. Given the reactants [CH3:1][N:2]1[CH2:15][CH2:14][C:13]2[C:12]3[CH:11]=[C:10]([CH3:16])[CH:9]=[CH:8][C:7]=3[N:6]([CH2:17][C:18]([C:21]3[CH:26]=[CH:25][C:24]([F:27])=[CH:23][CH:22]=3)(O)[CH3:19])[C:5]=2[CH2:4][CH2:3]1.OS(O)(=O)=O.[OH-].[K+], predict the reaction product. (6) Given the reactants [OH:1][C:2]1[CH:11]=[CH:10][C:9]([N+:12]([O-:14])=[O:13])=[CH:8][C:3]=1[C:4]([O:6][CH3:7])=[O:5].[F:15][C:16]1[CH:21]=[CH:20][CH:19]=[CH:18][C:17]=1[CH:22]([C:24]1[CH:29]=[CH:28][C:27]([F:30])=[CH:26][CH:25]=1)O.C1(C)C=CC=CC=1.C1(P(C2C=CC=CC=2)C2C=CC=CC=2)C=CC=CC=1, predict the reaction product. The product is: [F:15][C:16]1[CH:21]=[CH:20][CH:19]=[CH:18][C:17]=1[CH:22]([C:24]1[CH:25]=[CH:26][C:27]([F:30])=[CH:28][CH:29]=1)[O:1][C:2]1[CH:11]=[CH:10][C:9]([N+:12]([O-:14])=[O:13])=[CH:8][C:3]=1[C:4]([O:6][CH3:7])=[O:5].